This data is from Full USPTO retrosynthesis dataset with 1.9M reactions from patents (1976-2016). The task is: Predict the reactants needed to synthesize the given product. (1) Given the product [C:25]([O:24][C@@H:18]([C:9]1[C:8]([CH3:29])=[CH:7][C:5]2[N:6]=[C:2]([C:36]3[CH:35]=[C:34]4[C:39](=[CH:38][CH:37]=3)[N:31]([CH3:30])[N:32]=[C:33]4[CH3:43])[S:3][C:4]=2[C:10]=1[C:11]1[CH:12]=[CH:13][C:14]([Cl:17])=[CH:15][CH:16]=1)[C:19]([OH:21])=[O:20])([CH3:26])([CH3:28])[CH3:27], predict the reactants needed to synthesize it. The reactants are: Br[C:2]1[S:3][C:4]2[C:10]([C:11]3[CH:16]=[CH:15][C:14]([Cl:17])=[CH:13][CH:12]=3)=[C:9]([C@H:18]([O:24][C:25]([CH3:28])([CH3:27])[CH3:26])[C:19]([O:21]CC)=[O:20])[C:8]([CH3:29])=[CH:7][C:5]=2[N:6]=1.[CH3:30][N:31]1[C:39]2[C:34](=[CH:35][C:36](B(O)O)=[CH:37][CH:38]=2)[C:33]([CH3:43])=[N:32]1.C([O-])([O-])=O.[K+].[K+].[OH-].[Na+]. (2) Given the product [OH:22][C:21]1[C:1]([CH3:8])=[CH:2][CH:3]=[CH:4][C:5]=1[CH:6]=[O:7], predict the reactants needed to synthesize it. The reactants are: [C:1]1([CH3:8])[C:6]([OH:7])=[CH:5][CH:4]=[CH:3][CH:2]=1.C(N(CC)CC)C.Cl[Sn](Cl)(Cl)Cl.[CH2:21]=[O:22]. (3) Given the product [CH3:11][O:10][C:8](=[O:9])[C:7]1[CH:12]=[C:13]([C:15]([F:18])([F:17])[F:16])[CH:14]=[C:5]([S:2]([N:28]2[CH2:33][CH2:32][O:31][CH2:30][CH2:29]2)(=[O:4])=[O:3])[CH:6]=1, predict the reactants needed to synthesize it. The reactants are: Cl[S:2]([C:5]1[CH:6]=[C:7]([CH:12]=[C:13]([C:15]([F:18])([F:17])[F:16])[CH:14]=1)[C:8]([O:10][CH3:11])=[O:9])(=[O:4])=[O:3].C(N(C(C)C)C(C)C)C.[NH:28]1[CH2:33][CH2:32][O:31][CH2:30][CH2:29]1.C(=O)(O)[O-].[Na+].